This data is from Experimentally validated miRNA-target interactions with 360,000+ pairs, plus equal number of negative samples. The task is: Binary Classification. Given a miRNA mature sequence and a target amino acid sequence, predict their likelihood of interaction. (1) The miRNA is cel-miR-261 with sequence UAGCUUUUUAGUUUUCACG. The protein sequence of the target gene is MGNVPSAVKHCLSYQQLLREHLWIGDSVAGALDPAQTSLLTNLHCFQPDVSGFSVSLAGTVACIHWETSQLSGLPEFVKIVEVGPRDGLQNEKVIVPTDIKIEFINRLSQTGLSVIEVTSFVSSRWVPQMADHTEVMKGIHQYPGVRYPVLTPNLQGFHHAVAAGATEISVFGAASESFSKKNINCSIEESMGKFEEVVKSARHMNIPARGYVSCALGCPYEGSITPQKVTEVSKRLYGMGCYEISLGDTIGVGTPGSMKRMLESVMKEIPPGALAVHCHDTYGQALANILTALQMGINV.... Result: 0 (no interaction). (2) The miRNA is hsa-miR-1199-5p with sequence CCUGAGCCCGGGCCGCGCAG. The protein sequence of the target gene is MRLDRRALYALVLLLACASLGLLYSSTRNAPSLPNPLALWSPPQGPPRLDLLDLAPEPRYAHIPVRIKEQVVGLLAQNNCSCESKGGSLPLPFLRQVRAVDLTKAFDAEELRAVSVAREQEYQAFLARSRSLADQLLIAPANSPLQYPLQGVEVQPLRSILVPGLSLQEASVQEIYQVNLSASLGTWDVAGEVTGVTLTGEGQPDLTLASPVLDKLNRQLQLVTYSSRSYQANTADTVRFSTKGHEVAFTILVRHPPNPRLYPPSSLPQGAEYNISALVTIATKTFLRYDRLRTLIASIR.... Result: 0 (no interaction). (3) The miRNA is hsa-miR-26b-5p with sequence UUCAAGUAAUUCAGGAUAGGU. The protein sequence of the target gene is MDLPGDSSPPGQPRLCRQPLTRALWGARSPKRPRLQLPGAPSPLEKASRRVLAVVLEDVMAVHMVPVVPSKQTSIPQHHSYHQDPVHRQPPASPPRQAGWSSQARPPDPLCLCREPLSRIHRTSSTLRRRSRTTPGPEEGPSQKVDRAPQPTLVVMLEDIASPRPPAEGFIDETPNFIIPAQRAEPMRIVRQPTPPPGDLEPPFQPSALPADPLESPPTAPDPALELPSTPPPSSLLRPRLSPWGLAPLFRSVRSKLESFADIFLTPNKTPQPPPPSPPMKLELKIAISEAEQSGAAEGT.... Result: 1 (interaction). (4) The miRNA is hsa-miR-3622b-5p with sequence AGGCAUGGGAGGUCAGGUGA. The protein sequence of the target gene is MRSIRKRWTICTISLLLIFYKTKEIARTEEHQETQLIGDGELSLSRSLVNSSDKIIRKAGSSIFQHNVEGWKINSSLVLEIRKNILRFLDAERDVSVVKSSFKPGDVIHYVLDRRRTLNISHDLHSLLPEVSPMKNRRFKTCAVVGNSGILLDSECGKEIDSHNFVIRCNLAPVVEFAADVGTKSDFITMNPSVVQRAFGGFRNESDREKFVHRLSMLNDSVLWIPAFMVKGGEKHVEWVNALILKNKLKVRTAYPSLRLIHAVRGYWLTNKVPIKRPSTGLLMYTLATRFCDEIHLYGF.... Result: 0 (no interaction). (5) The miRNA is hsa-miR-888-3p with sequence GACUGACACCUCUUUGGGUGAA. The protein sequence of the target gene is MNTVLSRANSLFAFSLSVMAALTFGCFITTAFKDRSVPVRLHVSRIMLKNVEDFTGPRERSDLGFITFDITADLENIFDWNVKQLFLYLSAEYSTKNNALNQVVLWDKIVLRGDNPKLLLKDMKTKYFFFDDGNGLKGNRNVTLTLSWNVVPNAGILPLVTGSGHVSVPFPDTYEITKSY. Result: 0 (no interaction). (6) The miRNA is cel-miR-1823-3p with sequence UACUGGAAGUGUUUAGGAGUAA. The protein sequence of the target gene is MGNYSSHKRTKAPKQARKERPADMDKAWWKSFLNHLTRKKPATRIVLILPLDKRQPLANAGQRIDYASGAGLGSPAAPRLRGAGEGSEREPRMPVLLLLRRQEARRPEEGGARAALSWPRLLSRFRSPGKAPREAGPAEEQPRKRCRCPRPQL. Result: 0 (no interaction). (7) The miRNA is hsa-miR-6133 with sequence UGAGGGAGGAGGUUGGGUA. The protein sequence of the target gene is MGSAKSVPVTPARPPPHNKHLARVADPRSPSAGILRTPIQVESSPQPGLPAGEQLEGLKHAQDSDPRSPTLGIARTPMKTSSGDPPSPLVKQLSEVFETEDSKSNLPPEPVLPPEAPLSSELDLPLGTQLSVEEQMPPWNQTEFPSKQVFSKEEARQPTETPVASQSSDKPSRDPETPRSSGSMRNRWKPNSSKVLGRSPLTILQDDNSPGTLTLRQGKRPSPLSENVSELKEGAILGTGRLLKTGGRAWEQGQDHDKENQHFPLVES. Result: 0 (no interaction). (8) The miRNA is hsa-miR-7108-3p with sequence ACCCGCCCGUCUCCCCACAG. The protein sequence of the target gene is MRNWLVLLCPCVLGAALHLWLRLRSPPPACASGAGPADQLALFPQWKSTHYDVVVGVLSARNNHELRNVIRSTWMRHLLQHPTLSQRVLVKFIIGAHGCEVPVEDREDPYSCKLLNITNPVLNQEIEAFSLSEDTSSGLPEDRVVSVSFRVLYPIVITSLGVFYDANDVGFQRNITVKLYQAEQEEALFIARFSPPSCGVQVNKLWYKPVEQFILPESFEGTIVWESQDLHGLVSRNLHKVTVNDGGGVLRVITAGEGALPHEFLEGVEGVAGGFIYTIQEGDALLHNLHSRPQRLIDHI.... Result: 0 (no interaction). (9) The miRNA is hsa-miR-30e-3p with sequence CUUUCAGUCGGAUGUUUACAGC. The protein sequence of the target gene is MVWPWVAMASRWGPLIGLAPCCLWLLGAVLLMDASARPANHSSTRERVANREENEILPPDHLNGVKLEMDGHLNRGFHQEVFLGKDLGGFDEDAEPRRSRRKLMVIFSKVDVNTDRKISAKEMQRWIMEKTAEHFQEAMEESKTHFRAVDPDGDGHVSWDEYKVKFLASKGHSEKEVADAIRLNEELKVDEETQEVLENLKDRWYQADSPPADLLLTEEEFLSFLHPEHSRGMLRFMVKEIVRDLDQDGDKQLSVPEFISLPVGTVENQQGQDIDDNWVKDRKKEFEELIDSNHDGIVTA.... Result: 0 (no interaction). (10) The miRNA is hsa-miR-3651 with sequence CAUAGCCCGGUCGCUGGUACAUGA. Result: 0 (no interaction). The protein sequence of the target gene is MKEKSKNAARTRREKENSEFYELAKLLPLPSAITSQLDKASIIRLTTSYLKMRVVFPEGLGEAWGHTSRTSPLDNVGRELGSHLLQTLDGFIFVVAPDGKIMYISETASVHLGLSQVELTGNSIYEYIHPADHDEMTAVLTAHQPYHSHFVQEYEIERSFFLRMKCVLAKRNAGLTCGGYKVIHCSGYLKIRQYSLDMSPFDGCYQNVGLVAVGHSLPPSAVTEIKLHSNMFMFRASLDMKLIFLDSRVAELTGYEPQDLIEKTLYHHVHGCDTFHLRCAHHLLLVKGQVTTKYYRFLAK....